The task is: Predict the reactants needed to synthesize the given product.. This data is from Full USPTO retrosynthesis dataset with 1.9M reactions from patents (1976-2016). (1) Given the product [Cl:32][C:33]1[CH:34]=[CH:35][C:36]([S:39]([N:42]([CH2:43][C:44]2[CH:53]=[CH:52][C:47]([C:48]([O:50][CH3:51])=[O:49])=[C:46]([F:54])[CH:45]=2)[CH2:58][C:57]2[CH:60]=[CH:61][CH:62]=[CH:63][C:56]=2[F:55])(=[O:41])=[O:40])=[CH:37][CH:38]=1, predict the reactants needed to synthesize it. The reactants are: COC1C=C(C=CC=1)CN(CC1C=CC(C(OC)=O)=CC=1)S(C1C=CC(Cl)=CC=1)(=O)=O.[Cl:32][C:33]1[CH:38]=[CH:37][C:36]([S:39]([NH:42][CH2:43][C:44]2[CH:53]=[CH:52][C:47]([C:48]([O:50][CH3:51])=[O:49])=[C:46]([F:54])[CH:45]=2)(=[O:41])=[O:40])=[CH:35][CH:34]=1.[F:55][C:56]1[CH:63]=[CH:62][CH:61]=[CH:60][C:57]=1[CH2:58]Br. (2) Given the product [CH2:1]([O:8][CH2:9][N:10]1[C:14]2[CH:15]=[N:16][NH:17][C:18](=[O:19])[C:13]=2[C:12]([CH2:28][C:30]2[CH:35]=[CH:34][C:33]([F:36])=[CH:32][CH:31]=2)=[CH:11]1)[C:2]1[CH:7]=[CH:6][CH:5]=[CH:4][CH:3]=1, predict the reactants needed to synthesize it. The reactants are: [CH2:1]([O:8][CH2:9][N:10]1[C:14]2[CH:15]=[N:16][N:17](COCC[Si](C)(C)C)[C:18](=[O:19])[C:13]=2[C:12]([CH:28]([C:30]2[CH:35]=[CH:34][C:33]([F:36])=[CH:32][CH:31]=2)O)=[CH:11]1)[C:2]1[CH:7]=[CH:6][CH:5]=[CH:4][CH:3]=1.C(OCN1C2C=NNC(=O)C=2C(C(O)(C)C)=C1)C1C=CC=CC=1. (3) Given the product [Cl:3][C:4]1[CH:9]=[CH:8][CH:7]=[CH:6][C:5]=1[O:10][C:23]1[N:22]([CH3:25])[N:21]=[C:20]([C:26]([F:28])([F:27])[F:29])[C:19]=1[CH2:18][S:17][C:14]1[CH2:13][C:12]([CH3:30])([CH3:11])[O:16][N:15]=1, predict the reactants needed to synthesize it. The reactants are: [H-].[Na+].[Cl:3][C:4]1[CH:9]=[CH:8][CH:7]=[CH:6][C:5]=1[OH:10].[CH3:11][C:12]1([CH3:30])[O:16][N:15]=[C:14]([S:17][CH2:18][C:19]2[C:20]([C:26]([F:29])([F:28])[F:27])=[N:21][N:22]([CH3:25])[C:23]=2F)[CH2:13]1.O. (4) Given the product [CH3:19][C:20]1[CH:25]=[CH:24][C:23]([C:26]2[NH:30][N:29]=[N:28][N:27]=2)=[CH:22][C:21]=1[NH:31][C:16]([C:7]1[C:8](=[O:15])[NH:9][C:10]2[C:5]([CH:6]=1)=[CH:4][C:3]([O:2][CH3:1])=[C:12]([O:13][CH3:14])[CH:11]=2)=[O:18], predict the reactants needed to synthesize it. The reactants are: [CH3:1][O:2][C:3]1[CH:4]=[C:5]2[C:10](=[CH:11][C:12]=1[O:13][CH3:14])[NH:9][C:8](=[O:15])[C:7]([C:16]([OH:18])=O)=[CH:6]2.[CH3:19][C:20]1[CH:25]=[CH:24][C:23]([C:26]2[N:27]=[N:28][NH:29][N:30]=2)=[CH:22][C:21]=1[NH2:31].CCN(C(C)C)C(C)C. (5) Given the product [C:1]([O:5][C:6]([N:8]1[CH2:28][CH2:27][C:12]2=[C:13]([N:20]3[CH2:21][CH:22]([C:24]([N:33]4[CH2:34][CH2:35][CH2:36][CH2:37][C:31]([F:38])([F:30])[CH2:32]4)=[O:25])[CH2:23]3)[N:14]3[C:18]([N:19]=[C:11]2[CH2:10][CH2:9]1)=[CH:17][CH:16]=[N:15]3)=[O:7])([CH3:4])([CH3:3])[CH3:2], predict the reactants needed to synthesize it. The reactants are: [C:1]([O:5][C:6]([N:8]1[CH2:28][CH2:27][C:12]2=[C:13]([N:20]3[CH2:23][CH:22]([C:24](O)=[O:25])[CH2:21]3)[N:14]3[C:18]([N:19]=[C:11]2[CH2:10][CH2:9]1)=[CH:17][CH:16]=[N:15]3)=[O:7])([CH3:4])([CH3:3])[CH3:2].[Cl-].[F:30][C:31]1([F:38])[CH2:37][CH2:36][CH2:35][CH2:34][NH2+:33][CH2:32]1.